From a dataset of Forward reaction prediction with 1.9M reactions from USPTO patents (1976-2016). Predict the product of the given reaction. (1) Given the reactants [CH3:1][S:2]([C:5]1[CH:10]=[CH:9][C:8]([C:11]2[N:12]=[CH:13][C:14]([OH:17])=[N:15][CH:16]=2)=[CH:7][CH:6]=1)(=[O:4])=[O:3].CS(O[C@@H:23]([CH:25]1[CH2:30][CH2:29][N:28]([C:31]2[O:35][N:34]=[C:33]([CH:36]([CH3:38])[CH3:37])[N:32]=2)[CH2:27][CH2:26]1)[CH3:24])(=O)=O.C([O-])([O-])=O.[K+].[K+].O, predict the reaction product. The product is: [CH3:38][CH:36]([C:33]1[N:32]=[C:31]([N:28]2[CH2:27][CH2:26][CH:25]([C@@H:23]([O:17][C:14]3[CH:13]=[N:12][C:11]([C:8]4[CH:7]=[CH:6][C:5]([S:2]([CH3:1])(=[O:3])=[O:4])=[CH:10][CH:9]=4)=[CH:16][N:15]=3)[CH3:24])[CH2:30][CH2:29]2)[O:35][N:34]=1)[CH3:37]. (2) Given the reactants C(NC(C)C)(C)C.[Li]CCCC.[N:13]1([C:24]([O:26][C:27]([CH3:30])([CH3:29])[CH3:28])=[O:25])[CH2:19][CH2:18][CH2:17][CH:16]([C:20]([O:22][CH3:23])=[O:21])[CH2:15][CH2:14]1.[N+:31](/[CH:34]=[CH:35]/[C:36]1[CH:41]=[CH:40][CH:39]=[CH:38][CH:37]=1)([O-:33])=[O:32], predict the reaction product. The product is: [N+:31]([CH2:34][CH:35]([C:16]1([C:20]([O:22][CH3:23])=[O:21])[CH2:17][CH2:18][CH2:19][N:13]([C:24]([O:26][C:27]([CH3:30])([CH3:29])[CH3:28])=[O:25])[CH2:14][CH2:15]1)[C:36]1[CH:41]=[CH:40][CH:39]=[CH:38][CH:37]=1)([O-:33])=[O:32]. (3) Given the reactants [C:1]([O:5][C:6]([NH:8][C@@H:9]([CH2:13][CH2:14][S:15][CH3:16])[C:10]([OH:12])=[O:11])=[O:7])([CH3:4])([CH3:3])[CH3:2].[CH3:17][C:18]([NH:20][C:21]1[CH:22]=[CH:23][C:24](O)=[CH:25][CH:26]=1)=[O:19].CN(C(ON1N=NC2C=CC=CC1=2)=[N+](C)C)C.[B-](F)(F)(F)F.CCN(C(C)C)C(C)C.C1C=C2C(C(O)(O)C(=O)C2=CC=1)=O, predict the reaction product. The product is: [C:1]([O:5][C:6]([NH:8][C@@H:9]([CH2:13][CH2:14][S:15][CH3:16])[C:10]([O:12][C:24]1[CH:23]=[CH:22][C:21]([NH:20][C:18](=[O:19])[CH3:17])=[CH:26][CH:25]=1)=[O:11])=[O:7])([CH3:4])([CH3:3])[CH3:2]. (4) Given the reactants Cl[C:2]1[CH:10]=[CH:9][C:5]([C:6]([NH2:8])=[O:7])=[C:4]([C:11]2[CH:16]=[CH:15][C:14]([O:17][C:18]3[CH:23]=[CH:22][CH:21]=[CH:20][CH:19]=3)=[CH:13][CH:12]=2)[N:3]=1.[C:24]([O-:27])([O-])=[O:25].[K+].[K+].CO[CH2:32][CH2:33]OC, predict the reaction product. The product is: [C:5]([O:27][C:24]([N:3]1[CH2:33][CH:32]=[C:10]([C:2]2[CH:10]=[CH:9][C:5]([C:6](=[O:7])[NH2:8])=[C:4]([C:11]3[CH:16]=[CH:15][C:14]([O:17][C:18]4[CH:23]=[CH:22][CH:21]=[CH:20][CH:19]=4)=[CH:13][CH:12]=3)[N:3]=2)[CH2:2]1)=[O:25])([CH3:9])([CH3:6])[CH3:4]. (5) Given the reactants ClC1N=CC(C2N=CN(CCCC[N:17]3[C:25](=[O:26])[C:24]4[C:19](=[CH:20][CH:21]=[CH:22][CH:23]=4)[C:18]3=[O:27])C=2)=CC=1.N1C=C(C2C=CC(Cl)=NC=2)N=C1.C(=O)([O-])[O-].[K+].[K+].BrCCCCN1C(=O)C2=CC=CC=C2C1=O, predict the reaction product. The product is: [C:18]1(=[O:27])[C:19]2[C:24](=[CH:23][CH:22]=[CH:21][CH:20]=2)[C:25](=[O:26])[NH:17]1. (6) Given the reactants Br[C:2]1[CH:23]=[CH:22][C:5]2[C:6]3[N:7]=[C:8]([C:14]4[N:15]([CH:19]([CH3:21])[CH3:20])[N:16]=[CH:17][N:18]=4)[S:9][C:10]=3[CH2:11][CH2:12][O:13][C:4]=2[CH:3]=1.CC1(C)C(C)(C)OB([C:32]2[CH:33]=[N:34][N:35]([CH2:37][C:38]([O:40][CH2:41][CH3:42])=[O:39])[CH:36]=2)O1, predict the reaction product. The product is: [CH2:41]([O:40][C:38](=[O:39])[CH2:37][N:35]1[CH:36]=[C:32]([C:2]2[CH:23]=[CH:22][C:5]3[C:6]4[N:7]=[C:8]([C:14]5[N:15]([CH:19]([CH3:21])[CH3:20])[N:16]=[CH:17][N:18]=5)[S:9][C:10]=4[CH2:11][CH2:12][O:13][C:4]=3[CH:3]=2)[CH:33]=[N:34]1)[CH3:42].